This data is from Catalyst prediction with 721,799 reactions and 888 catalyst types from USPTO. The task is: Predict which catalyst facilitates the given reaction. (1) Reactant: [Br:1][C:2]1[CH:3]=[C:4](/[C:10](/[O-:18])=[CH:11]/P(OC)(OC)=O)[C:5]([O:8][CH3:9])=[N:6][CH:7]=1.[Li+].O=[C:21]1[CH2:24][CH:23]([C:25]#[N:26])[CH2:22]1. Product: [Br:1][C:2]1[CH:3]=[C:4]([C:10](=[O:18])[CH:11]=[C:21]2[CH2:24][CH:23]([C:25]#[N:26])[CH2:22]2)[C:5]([O:8][CH3:9])=[N:6][CH:7]=1. The catalyst class is: 38. (2) Reactant: [F:1][C:2]1[CH:3]=[C:4]([CH:38]=[CH:39][CH:40]=1)[CH2:5][N:6]1[CH:10]=[C:9]([C:11]2[C:19]3[C:14](=[N:15][CH:16]=[C:17]([C:20]4[CH:21]=[N:22][N:23]([CH2:25][CH2:26][OH:27])[CH:24]=4)[CH:18]=3)[N:13](S(C3C=CC(C)=CC=3)(=O)=O)[CH:12]=2)[CH:8]=[N:7]1.[OH-].[Li+]. Product: [F:1][C:2]1[CH:3]=[C:4]([CH:38]=[CH:39][CH:40]=1)[CH2:5][N:6]1[CH:10]=[C:9]([C:11]2[C:19]3[C:14](=[N:15][CH:16]=[C:17]([C:20]4[CH:21]=[N:22][N:23]([CH2:25][CH2:26][OH:27])[CH:24]=4)[CH:18]=3)[NH:13][CH:12]=2)[CH:8]=[N:7]1. The catalyst class is: 87. (3) Reactant: Br[C:2]1[CH:7]=[CH:6][C:5]([C:8]2[CH:13]=[CH:12][C:11]([O:14][C:15]([F:18])([F:17])[F:16])=[CH:10][CH:9]=2)=[CH:4][N:3]=1.[CH3:19][C:20]([CH:23]=[O:24])([CH3:22])[CH3:21].[Li]CCCC. Product: [CH3:19][C:20]([CH3:22])([CH3:21])[CH:23]([C:2]1[CH:7]=[CH:6][C:5]([C:8]2[CH:13]=[CH:12][C:11]([O:14][C:15]([F:18])([F:17])[F:16])=[CH:10][CH:9]=2)=[CH:4][N:3]=1)[OH:24]. The catalyst class is: 11. (4) Reactant: Cl.[F:2][CH:3]1[C:8]([CH3:10])([OH:9])[CH2:7][CH2:6][NH:5][CH2:4]1.Cl[C:12]1[N:17]=[C:16]([NH2:18])[CH:15]=[CH:14][N:13]=1.C(=O)([O-])[O-].[K+].[K+]. Product: [NH2:18][C:16]1[CH:15]=[CH:14][N:13]=[C:12]([N:5]2[CH2:6][CH2:7][C:8]([CH3:10])([OH:9])[CH:3]([F:2])[CH2:4]2)[N:17]=1. The catalyst class is: 10. (5) Reactant: Br[C:2]1[CH:3]=[C:4]([CH:9]2[O:13][CH2:12][CH2:11][O:10]2)[CH:5]=[CH:6][C:7]=1[F:8].[CH2:14]([Sn](CCCC)(CCCC)CCCC)[CH:15]=[CH2:16].CC(OC)(C)C.[F-].[K+]. Product: [CH2:16]([C:2]1[CH:3]=[C:4]([CH:9]2[O:13][CH2:12][CH2:11][O:10]2)[CH:5]=[CH:6][C:7]=1[F:8])[CH:15]=[CH2:14]. The catalyst class is: 18.